Task: Predict the product of the given reaction.. Dataset: Forward reaction prediction with 1.9M reactions from USPTO patents (1976-2016) (1) Given the reactants Cl.[CH3:2][O:3][NH2:4].[Cl:5][CH2:6][CH2:7][CH2:8][C:9]([C:11]1[CH:16]=[CH:15][C:14]([F:17])=[CH:13][CH:12]=1)=O, predict the reaction product. The product is: [CH3:2][O:3][N:4]=[C:9]([C:11]1[CH:12]=[CH:13][C:14]([F:17])=[CH:15][CH:16]=1)[CH2:8][CH2:7][CH2:6][Cl:5]. (2) Given the reactants Cl.Cl.[NH:3]1[C:7]2=[CH:8][N:9]=[CH:10][CH:11]=[C:6]2[CH:5]=[C:4]1[CH:12]([NH2:14])[CH3:13].[C:15]([NH:22][CH2:23][CH2:24][C:25](O)=[O:26])([O:17][C:18]([CH3:21])([CH3:20])[CH3:19])=[O:16].C(N(C(C)C)CC)(C)C.CCN=C=NCCCN(C)C.C1C=CC2N(O)N=NC=2C=1, predict the reaction product. The product is: [C:18]([O:17][C:15](=[O:16])[NH:22][CH2:23][CH2:24][C:25](=[O:26])[NH:14][CH:12]([C:4]1[NH:3][C:7]2=[CH:8][N:9]=[CH:10][CH:11]=[C:6]2[CH:5]=1)[CH3:13])([CH3:21])([CH3:19])[CH3:20]. (3) Given the reactants [C:1]([Li])([CH3:4])([CH3:3])[CH3:2].[CH3:6][CH2:7][CH2:8]CC.[O:11]1[CH:15]=[CH:14][CH:13]=[C:12]1[NH:16][C:17](=[O:23])[O:18][C:19]([CH3:22])([CH3:21])[CH3:20].[C:24](=[O:26])=O.C([NH2:34])C1C=CC=CC=1.Cl.CN(C)CCCN=C=NCC.ON1C2N=CC=CC=2N=N1.C(N(CC)CC)C, predict the reaction product. The product is: [CH2:2]([NH:34][C:24]([C:13]1[CH:14]=[CH:15][O:11][C:12]=1[NH:16][C:17](=[O:23])[O:18][C:19]([CH3:20])([CH3:22])[CH3:21])=[O:26])[C:1]1[CH:4]=[CH:8][CH:7]=[CH:6][CH:3]=1. (4) Given the reactants [CH3:1][S:2]([NH:5][C:6]1[CH:14]=[CH:13][C:9]([C:10]([OH:12])=O)=[CH:8][CH:7]=1)(=[O:4])=[O:3].Cl.[CH3:16][C:17]1[CH:22]=[CH:21][C:20]([C:23]([CH:25]2[CH2:30][CH2:29][NH:28][CH2:27][CH2:26]2)=[O:24])=[CH:19][CH:18]=1, predict the reaction product. The product is: [CH3:16][C:17]1[CH:18]=[CH:19][C:20]([C:23]([CH:25]2[CH2:26][CH2:27][N:28]([C:10]([C:9]3[CH:8]=[CH:7][C:6]([NH:5][S:2]([CH3:1])(=[O:3])=[O:4])=[CH:14][CH:13]=3)=[O:12])[CH2:29][CH2:30]2)=[O:24])=[CH:21][CH:22]=1.